This data is from B-cell epitopes from IEDB database with 3,159 antigens for binding position prediction. The task is: Token-level Classification. Given an antigen amino acid sequence, predict which amino acid positions are active epitope sites capable of antibody binding. Output is a list of indices for active positions. Given the antigen sequence: MELNHFELLYKTNKQKPMGVEEPVYDVTGRPLFGDPSEVHPQSTLKLPHDRGRGNIKTTLNNLPRKGDCRSGNHLGPVSGIYVKPGPVFYQDYMGPVYHRAPLEFFNEAQFCEVTKRIGRVTGSDGKLYHIYVCIDGCILLKLAKRGEPRTLKWIRNFTDCPLWVTSCSDDGASGSKEKKPDRINKGKLKIAPKEHEKDSRTKPPDATIVVEGVKYQVKKKGKVKGKNTQDGLYHNKNKPPESRKKLEKALLAWAVITIMLYQPVEAENITQWNLSDNGTNGIQHAMYLRGVSRSLHGIWPEKICKGVPTYLATDTELKEIQGMMDASEGTNYTCCKLQRHEWNKHGWCNWYNIDPWIQLMNRTQANLAEGPPAKECAVTCRYDKDADINVVTQARNRPTTLTGCKKGKNFSFAGTIIEGPCNFNVSVEDILYGDHECGSLLQDTALYLVDGMTNTIENARQGAARVTSWLGRQLSTAGKRLEGRSKTWFGAYALSPYCN..., which amino acid positions are active epitope sites? The epitope positions are: [772, 773, 774, 775, 776, 777]. The amino acids at these positions are: FDGTNP.